This data is from Full USPTO retrosynthesis dataset with 1.9M reactions from patents (1976-2016). The task is: Predict the reactants needed to synthesize the given product. (1) Given the product [C:1]([NH:9][CH2:10][C:11]1[N:12]=[C:13]([N:16]2[CH2:17][CH:18]([O:20][S:22]([CH3:21])(=[O:24])=[O:23])[CH2:19]2)[S:14][CH:15]=1)(=[O:8])[C:2]1[CH:3]=[CH:4][CH:5]=[CH:6][CH:7]=1, predict the reactants needed to synthesize it. The reactants are: [C:1]([NH:9][CH2:10][C:11]1[N:12]=[C:13]([N:16]2[CH2:19][CH:18]([OH:20])[CH2:17]2)[S:14][CH:15]=1)(=[O:8])[C:2]1[CH:7]=[CH:6][CH:5]=[CH:4][CH:3]=1.[CH3:21][S:22](Cl)(=[O:24])=[O:23].C(N(CC)CC)C.N1C=CC=CC=1. (2) Given the product [Si:1]([O:8][CH2:9][CH2:10][CH2:11][CH2:12][CH2:13][CH2:14][N:15]([CH:16]1[CH2:17][CH2:18][CH2:19][CH2:20][CH2:21]1)[C:29](=[O:36])[C:30]1[CH:35]=[CH:34][CH:33]=[CH:32][CH:31]=1)([C:4]([CH3:7])([CH3:6])[CH3:5])([CH3:3])[CH3:2], predict the reactants needed to synthesize it. The reactants are: [Si:1]([O:8][CH2:9][CH2:10][CH2:11][CH2:12][CH2:13][CH2:14][NH:15][CH:16]1[CH2:21][CH2:20][CH2:19][CH2:18][CH2:17]1)([C:4]([CH3:7])([CH3:6])[CH3:5])([CH3:3])[CH3:2].C(N(CC)CC)C.[C:29](Cl)(=[O:36])[C:30]1[CH:35]=[CH:34][CH:33]=[CH:32][CH:31]=1. (3) Given the product [CH3:1][NH:2][C:3]1[CH:7]=[C:6]([C:8]2[CH:9]=[CH:10][N:11]=[CH:12][CH:13]=2)[S:5][C:4]=1[C:14]([OH:16])=[O:15], predict the reactants needed to synthesize it. The reactants are: [CH3:1][NH:2][C:3]1[CH:7]=[C:6]([C:8]2[CH:13]=[CH:12][N:11]=[CH:10][CH:9]=2)[S:5][C:4]=1[C:14]([O:16]C)=[O:15].C[O-].[Na+].CO.Cl.